Dataset: Reaction yield outcomes from USPTO patents with 853,638 reactions. Task: Predict the reaction yield, written as a fraction of the theoretical maximum amount of product (1.0 means a 100% yield; for example, 0.34 means a 34% yield). (1) The reactants are [C:1]([C:5]1([C:11]([OH:13])=O)[CH2:10][CH2:9][CH2:8][CH2:7][CH2:6]1)([CH3:4])([CH3:3])[CH3:2].S(Cl)(Cl)=O.[CH:18]1([NH2:21])[CH2:20][CH2:19]1.C(N(CC)CC)C. The catalyst is C(Cl)Cl. The product is [C:1]([C:5]1([C:11]([NH:21][CH:18]2[CH2:20][CH2:19]2)=[O:13])[CH2:6][CH2:7][CH2:8][CH2:9][CH2:10]1)([CH3:2])([CH3:3])[CH3:4]. The yield is 0.650. (2) The reactants are [OH-].[Li+].[CH3:3][C:4]1[CH:5]=[C:6]([CH:11]=[CH:12][C:13]=1[N:14]1[CH2:19][CH2:18][CH2:17][CH2:16][CH2:15]1)[C:7]([O:9]C)=[O:8]. The catalyst is C1COCC1.O. The product is [CH3:3][C:4]1[CH:5]=[C:6]([CH:11]=[CH:12][C:13]=1[N:14]1[CH2:19][CH2:18][CH2:17][CH2:16][CH2:15]1)[C:7]([OH:9])=[O:8]. The yield is 0.890.